Dataset: NCI-60 drug combinations with 297,098 pairs across 59 cell lines. Task: Regression. Given two drug SMILES strings and cell line genomic features, predict the synergy score measuring deviation from expected non-interaction effect. (1) Drug 1: CCC1(CC2CC(C3=C(CCN(C2)C1)C4=CC=CC=C4N3)(C5=C(C=C6C(=C5)C78CCN9C7C(C=CC9)(C(C(C8N6C)(C(=O)OC)O)OC(=O)C)CC)OC)C(=O)OC)O.OS(=O)(=O)O. Drug 2: C#CCC(CC1=CN=C2C(=N1)C(=NC(=N2)N)N)C3=CC=C(C=C3)C(=O)NC(CCC(=O)O)C(=O)O. Cell line: HCT-15. Synergy scores: CSS=-3.22, Synergy_ZIP=-0.482, Synergy_Bliss=-1.73, Synergy_Loewe=-2.39, Synergy_HSA=-4.63. (2) Drug 1: CS(=O)(=O)C1=CC(=C(C=C1)C(=O)NC2=CC(=C(C=C2)Cl)C3=CC=CC=N3)Cl. Drug 2: CN1C2=C(C=C(C=C2)N(CCCl)CCCl)N=C1CCCC(=O)O.Cl. Cell line: LOX IMVI. Synergy scores: CSS=52.6, Synergy_ZIP=16.5, Synergy_Bliss=22.6, Synergy_Loewe=25.6, Synergy_HSA=25.7. (3) Drug 1: CC1C(C(CC(O1)OC2CC(OC(C2O)C)OC3=CC4=CC5=C(C(=O)C(C(C5)C(C(=O)C(C(C)O)O)OC)OC6CC(C(C(O6)C)O)OC7CC(C(C(O7)C)O)OC8CC(C(C(O8)C)O)(C)O)C(=C4C(=C3C)O)O)O)O. Drug 2: CCC1(C2=C(COC1=O)C(=O)N3CC4=CC5=C(C=CC(=C5CN(C)C)O)N=C4C3=C2)O.Cl. Cell line: A498. Synergy scores: CSS=18.8, Synergy_ZIP=-2.28, Synergy_Bliss=3.07, Synergy_Loewe=-4.91, Synergy_HSA=0.139. (4) Drug 1: CCN(CC)CCCC(C)NC1=C2C=C(C=CC2=NC3=C1C=CC(=C3)Cl)OC. Drug 2: B(C(CC(C)C)NC(=O)C(CC1=CC=CC=C1)NC(=O)C2=NC=CN=C2)(O)O. Cell line: A549. Synergy scores: CSS=74.1, Synergy_ZIP=4.00, Synergy_Bliss=8.93, Synergy_Loewe=-2.54, Synergy_HSA=7.86. (5) Drug 1: C1=CC=C(C=C1)NC(=O)CCCCCCC(=O)NO. Drug 2: CCN(CC)CCNC(=O)C1=C(NC(=C1C)C=C2C3=C(C=CC(=C3)F)NC2=O)C. Cell line: SK-OV-3. Synergy scores: CSS=62.6, Synergy_ZIP=-0.731, Synergy_Bliss=-1.38, Synergy_Loewe=-6.34, Synergy_HSA=2.64. (6) Drug 1: CC(C)(C#N)C1=CC(=CC(=C1)CN2C=NC=N2)C(C)(C)C#N. Drug 2: C1CN(P(=O)(OC1)NCCCl)CCCl. Cell line: NCI/ADR-RES. Synergy scores: CSS=-0.275, Synergy_ZIP=3.36, Synergy_Bliss=5.78, Synergy_Loewe=0.143, Synergy_HSA=0.645.